Dataset: Forward reaction prediction with 1.9M reactions from USPTO patents (1976-2016). Task: Predict the product of the given reaction. (1) Given the reactants C[O:2][C:3]([C:5]1[S:6][C:7]([C:14](=[O:26])[NH:15][CH2:16][C:17]2[CH:25]=[CH:24][CH:23]=[C:22]3[C:18]=2[CH:19]=[N:20][NH:21]3)=[CH:8][C:9]=1[C:10]([F:13])([F:12])[F:11])=[O:4].O.[OH-].[Li+].C1COCC1.Cl, predict the reaction product. The product is: [NH:21]1[C:22]2[C:18](=[C:17]([CH2:16][NH:15][C:14]([C:7]3[S:6][C:5]([C:3]([OH:4])=[O:2])=[C:9]([C:10]([F:11])([F:12])[F:13])[CH:8]=3)=[O:26])[CH:25]=[CH:24][CH:23]=2)[CH:19]=[N:20]1. (2) Given the reactants [CH3:1][N:2]([CH3:56])[CH2:3][CH2:4][NH:5][C:6]([C@:8]12[CH2:43][CH2:42][C@@H:41]([C:44]([CH2:46][O:47][CH2:48][CH2:49][N:50]3[CH2:55][CH2:54][O:53][CH2:52][CH2:51]3)=[CH2:45])[C@@H:9]1[C@@H:10]1[C@@:23]([CH3:26])([CH2:24][CH2:25]2)[C@@:22]2([CH3:27])[C@@H:13]([C@:14]3([CH3:40])[C@@H:19]([CH2:20][CH2:21]2)[C:18]([CH3:29])([CH3:28])[C:17]([C:30]2[CH:39]=[CH:38][C:33]([C:34]([O:36]C)=[O:35])=[CH:32][CH:31]=2)=[CH:16][CH2:15]3)[CH2:12][CH2:11]1)=[O:7].[OH-].[Na+], predict the reaction product. The product is: [CH3:56][N:2]([CH3:1])[CH2:3][CH2:4][NH:5][C:6]([C@:8]12[CH2:43][CH2:42][C@@H:41]([C:44]([CH2:46][O:47][CH2:48][CH2:49][N:50]3[CH2:51][CH2:52][O:53][CH2:54][CH2:55]3)=[CH2:45])[C@@H:9]1[C@@H:10]1[C@@:23]([CH3:26])([CH2:24][CH2:25]2)[C@@:22]2([CH3:27])[C@@H:13]([C@:14]3([CH3:40])[C@@H:19]([CH2:20][CH2:21]2)[C:18]([CH3:29])([CH3:28])[C:17]([C:30]2[CH:39]=[CH:38][C:33]([C:34]([OH:36])=[O:35])=[CH:32][CH:31]=2)=[CH:16][CH2:15]3)[CH2:12][CH2:11]1)=[O:7]. (3) The product is: [F:23][C:21]1[CH:20]=[CH:19][C:18]([O:24][CH3:25])=[C:17]([C:13]2[CH:14]=[CH:15][CH:16]=[C:11]([N:9]3[CH:10]=[C:6]([C:4]([C:28]4[C:33]([CH3:34])=[CH:32][CH:31]=[CH:30][N:29]=4)=[O:5])[N:7]=[CH:8]3)[CH:12]=2)[CH:22]=1. Given the reactants CON(C)[C:4]([C:6]1[N:7]=[CH:8][N:9]([C:11]2[CH:12]=[C:13]([C:17]3[CH:22]=[C:21]([F:23])[CH:20]=[CH:19][C:18]=3[O:24][CH3:25])[CH:14]=[CH:15][CH:16]=2)[CH:10]=1)=[O:5].Br[C:28]1[C:33]([CH3:34])=[CH:32][CH:31]=[CH:30][N:29]=1, predict the reaction product. (4) Given the reactants Br[C:2]1[CH:7]=[CH:6][N:5]=[C:4]2[N:8]([CH3:22])[C:9]([CH3:21])=[C:10]([C:11]3[CH:19]=[C:18]4[C:14]([CH2:15][CH2:16][N:17]4[CH3:20])=[CH:13][CH:12]=3)[C:3]=12.[CH3:23][N:24]1[CH:28]=[CH:27][C:26]([S:29]([NH2:32])(=[O:31])=[O:30])=[N:25]1.CC1(C)C2C=CC=C(P(C3C=CC=CC=3)C3C=CC=CC=3)C=2OC2C1=CC=CC=2P(C1C=CC=CC=1)C1C=CC=CC=1.C(=O)([O-])[O-].[Cs+].[Cs+], predict the reaction product. The product is: [CH3:22][N:8]1[C:4]2=[N:5][CH:6]=[CH:7][C:2]([NH:32][S:29]([C:26]3[CH:27]=[CH:28][N:24]([CH3:23])[N:25]=3)(=[O:31])=[O:30])=[C:3]2[C:10]([C:11]2[CH:19]=[C:18]3[C:14]([CH2:15][CH2:16][N:17]3[CH3:20])=[CH:13][CH:12]=2)=[C:9]1[CH3:21]. (5) The product is: [Cl:33][C:31]1[S:26][C:23]2[CH:24]3[CH:20]([CH:21]([CH3:1])[C:22]=2[C:28]=1[CH3:29])[CH2:19][NH:18][CH2:25]3. Given the reactants [CH3:1][Si]([N-][Si](C)(C)C)(C)C.[K+].C([N:18]1[CH2:25][CH:24]2[CH:20]([C:21](=O)[C:22]3[C:28]([CH3:29])=C[S:26][C:23]=32)[CH2:19]1)C1C=CC=CC=1.[CH2:31]([Cl:33])Cl, predict the reaction product.